This data is from Full USPTO retrosynthesis dataset with 1.9M reactions from patents (1976-2016). The task is: Predict the reactants needed to synthesize the given product. Given the product [Br:8][C:9]1[CH:10]=[CH:11][C:12]([NH:15][C:1](=[O:6])[C:2]([CH3:5])([CH3:4])[CH3:3])=[N:13][CH:14]=1, predict the reactants needed to synthesize it. The reactants are: [C:1](Cl)(=[O:6])[C:2]([CH3:5])([CH3:4])[CH3:3].[Br:8][C:9]1[CH:10]=[CH:11][C:12]([NH2:15])=[N:13][CH:14]=1.O.